Dataset: Reaction yield outcomes from USPTO patents with 853,638 reactions. Task: Predict the reaction yield, written as a fraction of the theoretical maximum amount of product (1.0 means a 100% yield; for example, 0.34 means a 34% yield). (1) The reactants are FC(F)(F)S(O)(=O)=O.[CH2:9]([N:16]1[C:29](=[O:30])[C:28]2[C:23](=[C:24]3[CH:34]=[CH:33][CH:32]=[CH:31][C:25]3=[CH:26][CH:27]=2)[C:22]2[C:17]1=[CH:18][CH:19]=[C:20]1[CH:38]=[CH:37][CH:36]=[CH:35][C:21]1=2)[C:10]1[CH:15]=[CH:14][CH:13]=[CH:12][CH:11]=1. The catalyst is O. The product is [CH2:9]([N:16]1[C:29](=[O:30])[C:28]2[C:23]3=[C:24]4[C:34]([C:35]5=[CH:36][CH:37]=[CH:38][C:20]6[C:21]5=[C:22]3[C:17]1=[CH:18][CH:19]=6)=[CH:33][CH:32]=[CH:31][C:25]4=[CH:26][CH:27]=2)[C:10]1[CH:15]=[CH:14][CH:13]=[CH:12][CH:11]=1. The yield is 0.300. (2) The reactants are [NH2:1][C:2]1[CH:3]=[N:4][C:5]2[C:10]([C:11]=1[NH:12][CH2:13][C:14]1([OH:19])[CH2:18][CH2:17][CH2:16][CH2:15]1)=[CH:9][CH:8]=[CH:7][CH:6]=2.C(N(CC)CC)C.[CH2:27]([O:29][CH2:30][C:31](Cl)=O)[CH3:28]. The yield is 0.490. The catalyst is ClCCl. The product is [CH2:27]([O:29][CH2:30][C:31]1[N:12]([CH2:13][C:14]2([OH:19])[CH2:18][CH2:17][CH2:16][CH2:15]2)[C:11]2[C:10]3[CH:9]=[CH:8][CH:7]=[CH:6][C:5]=3[N:4]=[CH:3][C:2]=2[N:1]=1)[CH3:28]. (3) The reactants are [F:1][C:2]([F:7])([F:6])[C:3]([OH:5])=[O:4].[Cl:8][C:9]1[CH:10]=[C:11]([CH:16]2[C:25]3[C:20](=[CH:21][C:22]([C:27]4[N:28]=[N:29][C:30]([O:33]C)=[CH:31][CH:32]=4)=[C:23]([F:26])[CH:24]=3)[CH2:19][NH:18][CH2:17]2)[CH:12]=[CH:13][C:14]=1[Cl:15].Br. No catalyst specified. The product is [F:1][C:2]([F:7])([F:6])[C:3]([OH:5])=[O:4].[Cl:8][C:9]1[CH:10]=[C:11]([CH:16]2[C:25]3[C:20](=[CH:21][C:22]([C:27]4[CH:32]=[CH:31][C:30](=[O:33])[NH:29][N:28]=4)=[C:23]([F:26])[CH:24]=3)[CH2:19][NH:18][CH2:17]2)[CH:12]=[CH:13][C:14]=1[Cl:15]. The yield is 0.800.